This data is from Full USPTO retrosynthesis dataset with 1.9M reactions from patents (1976-2016). The task is: Predict the reactants needed to synthesize the given product. (1) Given the product [CH2:12]([O:1][C:2]1[CH:9]=[CH:8][CH:7]=[CH:6][C:3]=1[CH:4]=[O:5])[CH:11]=[CH2:10], predict the reactants needed to synthesize it. The reactants are: [OH:1][C:2]1[CH:9]=[CH:8][CH:7]=[CH:6][C:3]=1[CH:4]=[O:5].[CH2:10](Br)[CH:11]=[CH2:12].C([O-])([O-])=O.[K+].[K+]. (2) Given the product [N:1]1([CH2:8][C@H:9]2[N:13]([C:14]3[CH:19]=[CH:18][C:17]([O:20][CH2:21][CH2:22][CH2:23][N:24]4[CH2:28][CH2:27][CH2:26][CH:25]4[CH3:29])=[CH:16][CH:15]=3)[C:12](=[S:40])[CH2:11][CH2:10]2)[CH2:7][CH2:6][CH2:5][CH2:4][CH2:3][CH2:2]1, predict the reactants needed to synthesize it. The reactants are: [N:1]1([CH2:8][C@H:9]2[N:13]([C:14]3[CH:19]=[CH:18][C:17]([O:20][CH2:21][CH2:22][CH2:23][N:24]4[CH2:28][CH2:27][CH2:26][CH:25]4[CH3:29])=[CH:16][CH:15]=3)[C:12](=O)[CH2:11][CH2:10]2)[CH2:7][CH2:6][CH2:5][CH2:4][CH2:3][CH2:2]1.COC1C=CC(P2(=S)SP(=S)(C3C=CC(OC)=CC=3)[S:40]2)=CC=1.C1(C)C=CC=CC=1.O. (3) Given the product [Cl:1][C:2]1[CH:3]=[C:4]([C:9]2[N:13]([C:14]3[CH:19]=[CH:18][N:17]=[C:16]([CH3:20])[CH:15]=3)[N:12]=[C:11]([C:21]([N:54]3[CH2:55][CH2:56][S:52][CH2:53]3)=[O:22])[CH:10]=2)[CH:5]=[C:6]([F:8])[CH:7]=1, predict the reactants needed to synthesize it. The reactants are: [Cl:1][C:2]1[CH:3]=[C:4]([C:9]2[N:13]([C:14]3[CH:19]=[CH:18][N:17]=[C:16]([CH3:20])[CH:15]=3)[N:12]=[C:11]([C:21](O)=[O:22])[CH:10]=2)[CH:5]=[C:6]([F:8])[CH:7]=1.ClC1C=C(C2N(C3C=NC=CC=3)N=C(C(N3CCNC(=O)C3)=O)C=2)C=C(F)C=1.[S:52]1[CH2:56][CH2:55][NH:54][CH2:53]1. (4) Given the product [NH2:14][C:5]1[C:4]([O:3][CH2:1][CH3:2])=[CH:12][C:8]([C:9]([OH:11])=[O:10])=[C:7]([F:13])[CH:6]=1, predict the reactants needed to synthesize it. The reactants are: [CH2:1]([O:3][C:4]1[C:5]([N+:14]([O-])=O)=[CH:6][C:7]([F:13])=[C:8]([CH:12]=1)[C:9]([OH:11])=[O:10])[CH3:2].CN(C=O)C. (5) Given the product [NH2:4][C:5]1[N:14]=[C:13]([Cl:15])[CH:12]=[CH:11][C:6]=1[C:7]([O-:9])=[O:8].[Li+:2], predict the reactants needed to synthesize it. The reactants are: O[Li:2].O.[NH2:4][C:5]1[N:14]=[C:13]([Cl:15])[CH:12]=[CH:11][C:6]=1[C:7]([O:9]C)=[O:8]. (6) Given the product [C:11]1([N:17]2[CH:21]=[C:20]([C@@:22]34[CH2:23][C@@H:25]3[CH2:27][O:29][C:28]4=[O:30])[N:19]=[CH:18]2)[CH:12]=[CH:13][CH:14]=[CH:15][CH:16]=1, predict the reactants needed to synthesize it. The reactants are: C[Si]([N-][Si](C)(C)C)(C)C.[Na+].[C:11]1([N:17]2[CH:21]=[C:20]([CH2:22][C:23]#N)[N:19]=[CH:18]2)[CH:16]=[CH:15][CH:14]=[CH:13][CH:12]=1.[CH2:25]([C@H:27]1[O:29][CH2:28]1)Cl.[OH-:30].[K+]. (7) The reactants are: [F:1][C:2]1[CH:7]=[CH:6][C:5]([C:8]2[N:9]=[C:10]([CH:28]3[CH2:33][CH2:32][NH:31][CH2:30][CH2:29]3)[S:11][C:12]=2[C:13]2[CH:18]=[CH:17][N:16]=[C:15]([NH:19][C@H:20]([C:22]3[CH:27]=[CH:26][CH:25]=[CH:24][CH:23]=3)[CH3:21])[CH:14]=2)=[CH:4][CH:3]=1.[CH2:34]=O.[BH4-].[Na+]. Given the product [F:1][C:2]1[CH:7]=[CH:6][C:5]([C:8]2[N:9]=[C:10]([CH:28]3[CH2:33][CH2:32][N:31]([CH3:34])[CH2:30][CH2:29]3)[S:11][C:12]=2[C:13]2[CH:18]=[CH:17][N:16]=[C:15]([NH:19][C@H:20]([C:22]3[CH:27]=[CH:26][CH:25]=[CH:24][CH:23]=3)[CH3:21])[CH:14]=2)=[CH:4][CH:3]=1, predict the reactants needed to synthesize it.